Dataset: Peptide-MHC class II binding affinity with 134,281 pairs from IEDB. Task: Regression. Given a peptide amino acid sequence and an MHC pseudo amino acid sequence, predict their binding affinity value. This is MHC class II binding data. The peptide sequence is FGSMPALTIACMTVQ. The MHC is DRB1_0401 with pseudo-sequence DRB1_0401. The binding affinity (normalized) is 0.616.